From a dataset of NCI-60 drug combinations with 297,098 pairs across 59 cell lines. Regression. Given two drug SMILES strings and cell line genomic features, predict the synergy score measuring deviation from expected non-interaction effect. (1) Synergy scores: CSS=45.2, Synergy_ZIP=-3.17, Synergy_Bliss=-9.74, Synergy_Loewe=-62.5, Synergy_HSA=-11.5. Cell line: HT29. Drug 1: CCC1(CC2CC(C3=C(CCN(C2)C1)C4=CC=CC=C4N3)(C5=C(C=C6C(=C5)C78CCN9C7C(C=CC9)(C(C(C8N6C=O)(C(=O)OC)O)OC(=O)C)CC)OC)C(=O)OC)O.OS(=O)(=O)O. Drug 2: C1=CC=C(C(=C1)C(C2=CC=C(C=C2)Cl)C(Cl)Cl)Cl. (2) Drug 2: C1CN1P(=S)(N2CC2)N3CC3. Cell line: ACHN. Drug 1: C1CCC(CC1)NC(=O)N(CCCl)N=O. Synergy scores: CSS=23.6, Synergy_ZIP=-4.63, Synergy_Bliss=-2.25, Synergy_Loewe=-14.4, Synergy_HSA=0.0927.